Binary Classification. Given a drug SMILES string, predict its activity (active/inactive) in a high-throughput screening assay against a specified biological target. From a dataset of M1 muscarinic receptor antagonist screen with 61,756 compounds. (1) The compound is S1CCn2c1ncc(c2=O)C(=O)NCc1cccnc1. The result is 0 (inactive). (2) The compound is s1c2n(CC(=O)N(c3ccccc3)C)c(cc2cc1)C(OC)=O. The result is 0 (inactive). (3) The drug is Brc1cc2CNc3c(N4CCOCC4)ncnc3Oc2cc1. The result is 0 (inactive). (4) The molecule is S(=O)(=O)(N1CCN(S(=O)(=O)N(C)C)CC1)N(C)C. The result is 0 (inactive). (5) The molecule is O(c1ccc(CN2CCN(CC2)CC)cc1)Cc1ccccc1. The result is 1 (active). (6) The molecule is O(c1nc(Nc2ccc(cc2)C(=O)C)nc(OC)n1)C. The result is 0 (inactive). (7) The result is 0 (inactive). The compound is N1(CCN(CC1)CC)Cc1ccc(cc1)C.